Dataset: Forward reaction prediction with 1.9M reactions from USPTO patents (1976-2016). Task: Predict the product of the given reaction. Given the reactants C[O:2][C:3](=[O:33])[CH2:4][CH:5]1[C:9]2[CH:10]=[CH:11][C:12]([O:14][CH2:15][C:16]3[CH:21]=[CH:20][CH:19]=[C:18]([C:22]4[C:31]5[C:26](=[CH:27][CH:28]=[CH:29][CH:30]=5)[CH:25]=[CH:24][C:23]=4[CH3:32])[CH:17]=3)=[CH:13][C:8]=2[O:7][CH2:6]1.CO.[OH-].[Na+].Cl, predict the reaction product. The product is: [CH3:32][C:23]1[CH:24]=[CH:25][C:26]2[C:31](=[CH:30][CH:29]=[CH:28][CH:27]=2)[C:22]=1[C:18]1[CH:17]=[C:16]([CH:21]=[CH:20][CH:19]=1)[CH2:15][O:14][C:12]1[CH:11]=[CH:10][C:9]2[CH:5]([CH2:4][C:3]([OH:33])=[O:2])[CH2:6][O:7][C:8]=2[CH:13]=1.